Predict the reactants needed to synthesize the given product. From a dataset of Full USPTO retrosynthesis dataset with 1.9M reactions from patents (1976-2016). (1) Given the product [CH3:17][C:15]1[S:16][C:12]([CH2:11][N:4]2[CH2:9][CH2:8][O:7][CH2:6][CH2:5]2)=[C:13]([C:18]2[CH:19]=[CH:20][C:21]([O:22][CH2:23][CH2:24][CH2:25][CH2:26][CH2:27][O:28][C:29]3[CH:30]=[CH:31][C:32]([C:33]#[N:34])=[CH:35][CH:36]=3)=[CH:37][CH:38]=2)[N:14]=1, predict the reactants needed to synthesize it. The reactants are: C(#N)C.[NH:4]1[CH2:9][CH2:8][O:7][CH2:6][CH2:5]1.Br[CH2:11][C:12]1[S:16][C:15]([CH3:17])=[N:14][C:13]=1[C:18]1[CH:38]=[CH:37][C:21]([O:22][CH2:23][CH2:24][CH2:25][CH2:26][CH2:27][O:28][C:29]2[CH:36]=[CH:35][C:32]([C:33]#[N:34])=[CH:31][CH:30]=2)=[CH:20][CH:19]=1. (2) Given the product [NH2:50][C:48](=[O:49])[CH2:47][NH:46][C:12]([C:11]1[CH:10]=[N:9][N:7]2[CH:8]=[C:3]([B:2]([OH:1])[OH:15])[CH:4]=[N:5][C:6]=12)=[O:14], predict the reactants needed to synthesize it. The reactants are: [OH:1][B:2]([OH:15])[C:3]1[CH:4]=[N:5][C:6]2[N:7]([N:9]=[CH:10][C:11]=2[C:12]([OH:14])=O)[CH:8]=1.C(N(CC)CC)C.CN(C(ON1N=NC2C=CC=CC1=2)=[N+](C)C)C.[B-](F)(F)(F)F.Cl.[NH2:46][CH2:47][C:48]([NH2:50])=[O:49]. (3) The reactants are: [CH2:1]([O:8][C:9]([N:11]1[CH2:16][CH2:15][CH:14]([N:17]2[CH2:22][CH2:21][N:20]([C:23]3[CH:28]=[CH:27][C:26]([N:29]4[CH2:33][C@H:32]([CH2:34]O)[O:31][C:30]4=[O:36])=[CH:25][C:24]=3[F:37])[CH2:19][CH2:18]2)[CH2:13][CH2:12]1)=[O:10])[C:2]1[CH:7]=[CH:6][CH:5]=[CH:4][CH:3]=1.C(N(CC)CC)C.CS(Cl)(=O)=O.[N-:50]=[N+:51]=[N-:52].[Na+]. Given the product [CH2:1]([O:8][C:9]([N:11]1[CH2:16][CH2:15][CH:14]([N:17]2[CH2:22][CH2:21][N:20]([C:23]3[CH:28]=[CH:27][C:26]([N:29]4[CH2:33][C@H:32]([CH2:34][N:50]=[N+:51]=[N-:52])[O:31][C:30]4=[O:36])=[CH:25][C:24]=3[F:37])[CH2:19][CH2:18]2)[CH2:13][CH2:12]1)=[O:10])[C:2]1[CH:7]=[CH:6][CH:5]=[CH:4][CH:3]=1, predict the reactants needed to synthesize it. (4) The reactants are: Br[C:2]1[CH:7]=[C:6]([C:8]([F:11])([F:10])[F:9])[C:5]2[CH2:12][O:13][C@@H:14]3[C@H:18]([C:4]=2[CH:3]=1)[CH2:17][N:16]([C:19]([O:21][C:22]([CH3:25])([CH3:24])[CH3:23])=[O:20])[CH2:15]3.[C:26]1(B(O)O)[CH:31]=[CH:30][CH:29]=[CH:28][CH:27]=1.C(O)C.C(=O)([O-])[O-].[Na+].[Na+]. Given the product [C:26]1([C:2]2[CH:7]=[C:6]([C:8]([F:10])([F:11])[F:9])[C:5]3[CH2:12][O:13][C@@H:14]4[C@H:18]([C:4]=3[CH:3]=2)[CH2:17][N:16]([C:19]([O:21][C:22]([CH3:25])([CH3:24])[CH3:23])=[O:20])[CH2:15]4)[CH:31]=[CH:30][CH:29]=[CH:28][CH:27]=1, predict the reactants needed to synthesize it. (5) Given the product [Cl:1][C:2]1[CH:7]=[CH:6][C:5]([C:8]([OH:11])=[O:17])=[CH:4][C:3]=1[O:9][CH3:10], predict the reactants needed to synthesize it. The reactants are: [Cl:1][C:2]1[CH:7]=[CH:6][C:5]([CH3:8])=[CH:4][C:3]=1[O:9][CH3:10].[O-:11][Mn](=O)(=O)=O.[K+].[OH2:17]. (6) The reactants are: [Si:1]([O:8][CH:9]1[CH2:12][NH:11][CH2:10]1)([C:4]([CH3:7])([CH3:6])[CH3:5])([CH3:3])[CH3:2].[F:13][C:14]1[CH:22]=[CH:21][C:20]([CH:23]=[O:24])=[CH:19][C:15]=1[C:16](O)=[O:17].F[P-](F)(F)(F)(F)F.N1(OC(N(C)C)=[N+](C)C)C2C=CC=CC=2N=N1.C(N(CC)C(C)C)(C)C. Given the product [Si:1]([O:8][CH:9]1[CH2:12][N:11]([C:16]([C:15]2[CH:19]=[C:20]([CH:21]=[CH:22][C:14]=2[F:13])[CH:23]=[O:24])=[O:17])[CH2:10]1)([C:4]([CH3:7])([CH3:6])[CH3:5])([CH3:3])[CH3:2], predict the reactants needed to synthesize it. (7) Given the product [Br:31][CH2:32][CH2:33][C:34]([NH:1][C:2]1[CH:3]=[C:4]([CH3:24])[C:5]([C:8]2[CH:23]=[CH:22][C:11]([C:12]([NH:14][C:15]3[CH:20]=[CH:19][CH:18]=[CH:17][C:16]=3[NH:21][C:37](=[O:40])[O:38][C:29]([CH3:28])([CH3:30])[CH3:43])=[O:13])=[CH:10][CH:9]=2)=[N:6][CH:7]=1)=[O:35], predict the reactants needed to synthesize it. The reactants are: [NH2:1][C:2]1[CH:3]=[C:4]([CH3:24])[C:5]([C:8]2[CH:23]=[CH:22][C:11]([C:12]([NH:14][C:15]3[CH:20]=[CH:19][CH:18]=[CH:17][C:16]=3[NH2:21])=[O:13])=[CH:10][CH:9]=2)=[N:6][CH:7]=1.N1[CH:30]=[CH:29][CH:28]=CC=1.[Br:31][CH2:32][CH2:33][C:34](Cl)=[O:35].[C:37](=[O:40])(O)[O-:38].[Na+].Cl[CH2:43]Cl. (8) Given the product [CH3:26][O:27][CH2:28][CH2:29][N:30]([CH3:38])[C:31]1[N:32]=[CH:33][C:34]([NH:37][C:9]([C:11]2[O:15][C:14]([C:16]3[CH:21]=[CH:20][CH:19]=[CH:18][C:17]=3[Br:22])=[N:13][C:12]=2[CH2:23][CH2:24][CH3:25])=[O:10])=[CH:35][CH:36]=1, predict the reactants needed to synthesize it. The reactants are: O=C1CCC(=O)N1O[C:9]([C:11]1[O:15][C:14]([C:16]2[CH:21]=[CH:20][CH:19]=[CH:18][C:17]=2[Br:22])=[N:13][C:12]=1[CH2:23][CH2:24][CH3:25])=[O:10].[CH3:26][O:27][CH2:28][CH2:29][N:30]([CH3:38])[C:31]1[CH:36]=[CH:35][C:34]([NH2:37])=[CH:33][N:32]=1. (9) Given the product [CH3:1][C:2]1[CH:3]=[CH:4][C:5]([S:8]([O:11][CH2:12][CH2:13][C:14]2[CH:15]=[C:16]3[C:21](=[CH:22][CH:23]=2)[O:20][CH2:19][CH:18]([OH:25])[C:17]3([O:29][CH3:27])[O:24][CH3:42])(=[O:10])=[O:9])=[CH:6][CH:7]=1, predict the reactants needed to synthesize it. The reactants are: [CH3:1][C:2]1[CH:7]=[CH:6][C:5]([S:8]([O:11][CH2:12][CH2:13][C:14]2[CH:15]=[C:16]3[C:21](=[CH:22][CH:23]=2)[O:20][CH2:19][CH2:18][C:17]3=[O:24])(=[O:10])=[O:9])=[CH:4][CH:3]=1.[OH-:25].[K+].[C:27](OC1C(OC(=O)C)=C(I)C=CC=1)(=[O:29])C.[CH3:42]O.